This data is from Forward reaction prediction with 1.9M reactions from USPTO patents (1976-2016). The task is: Predict the product of the given reaction. Given the reactants [NH2:1][C:2]1[C:7]([C:8]#[N:9])=[C:6]([CH:10]2[CH2:15][CH2:14][CH2:13][N:12]([C:16]([O:18][C:19]([CH3:22])([CH3:21])[CH3:20])=[O:17])[CH2:11]2)[CH:5]=[C:4]([C:23]2[C:28]([O:29][CH2:30][C:31]3[CH:36]=[CH:35][C:34]([O:37][CH3:38])=[CH:33][CH:32]=3)=[CH:27][CH:26]=[CH:25][C:24]=2[NH2:39])[N:3]=1.C(O)(=O)C.[CH:44](=O)[C:45]1[CH:50]=[CH:49][CH:48]=[CH:47][CH:46]=1.C([BH3-])#N.[Na+], predict the reaction product. The product is: [NH2:1][C:2]1[C:7]([C:8]#[N:9])=[C:6]([CH:10]2[CH2:15][CH2:14][CH2:13][N:12]([C:16]([O:18][C:19]([CH3:22])([CH3:21])[CH3:20])=[O:17])[CH2:11]2)[CH:5]=[C:4]([C:23]2[C:28]([O:29][CH2:30][C:31]3[CH:32]=[CH:33][C:34]([O:37][CH3:38])=[CH:35][CH:36]=3)=[CH:27][CH:26]=[CH:25][C:24]=2[NH:39][CH2:44][C:45]2[CH:50]=[CH:49][CH:48]=[CH:47][CH:46]=2)[N:3]=1.